The task is: Predict the reaction yield, written as a fraction of the theoretical maximum amount of product (1.0 means a 100% yield; for example, 0.34 means a 34% yield).. This data is from Reaction yield outcomes from USPTO patents with 853,638 reactions. (1) The reactants are [F:1][C:2]1[CH:3]=[C:4]([C:10]2[C:11]([C:17]3[CH:22]=[CH:21][C:20]([O:23][CH3:24])=[CH:19][CH:18]=3)=[CH:12][C:13](=[O:16])[NH:14][N:15]=2)[CH:5]=[CH:6][C:7]=1[O:8][CH3:9].[Cl:25][C:26]1[CH:35]=[CH:34][C:29]([CH:30]=[CH:31][CH2:32]Cl)=[CH:28][CH:27]=1. The product is [Cl:25][C:26]1[CH:35]=[CH:34][C:29]([CH:30]=[CH:31][CH2:32][N:14]2[C:13](=[O:16])[CH:12]=[C:11]([C:17]3[CH:18]=[CH:19][C:20]([O:23][CH3:24])=[CH:21][CH:22]=3)[C:10]([C:4]3[CH:5]=[CH:6][C:7]([O:8][CH3:9])=[C:2]([F:1])[CH:3]=3)=[N:15]2)=[CH:28][CH:27]=1. The yield is 0.725. No catalyst specified. (2) The reactants are C(OC([N:6]1[C:14]2[C:9](=[CH:10][C:11]([C:15]3[N:16]([CH3:24])[N:17]=[C:18]([C:20]([F:23])([F:22])[F:21])[CH:19]=3)=[CH:12][CH:13]=2)[CH:8]=[C:7]1[C:25]1[CH:30]=[C:29]([Cl:31])[CH:28]=[CH:27][C:26]=1[F:32])=O)C.[OH-].[Na+]. The catalyst is CCO. The product is [Cl:31][C:29]1[CH:28]=[CH:27][C:26]([F:32])=[C:25]([C:7]2[NH:6][C:14]3[C:9]([CH:8]=2)=[CH:10][C:11]([C:15]2[N:16]([CH3:24])[N:17]=[C:18]([C:20]([F:23])([F:21])[F:22])[CH:19]=2)=[CH:12][CH:13]=3)[CH:30]=1. The yield is 0.630. (3) The reactants are C1(P(C2C=CC=CC=2)C2C=CC=CC=2)C=CC=CC=1.[CH3:20][O:21][C:22](=[O:35])[C@H:23]([CH2:32][CH2:33]O)[NH:24][C:25]([O:27][C:28]([CH3:31])([CH3:30])[CH3:29])=[O:26].C(Br)(Br)(Br)[Br:37]. The catalyst is C(Cl)Cl. The product is [CH3:20][O:21][C:22](=[O:35])[CH:23]([NH:24][C:25]([O:27][C:28]([CH3:31])([CH3:30])[CH3:29])=[O:26])[CH2:32][CH2:33][Br:37]. The yield is 0.200. (4) The reactants are [Br:1][C:2]1[CH:8]=[CH:7][C:5]([NH2:6])=[C:4]([CH3:9])[CH:3]=1.C(OC(=O)C)(=O)C.[N+:17]([O-])([OH:19])=[O:18].O. The catalyst is C(OCC)(=O)C. The product is [Br:1][C:2]1[CH:3]=[C:4]([CH3:9])[C:5]([NH2:6])=[C:7]([N+:17]([O-:19])=[O:18])[CH:8]=1. The yield is 0.350.